From a dataset of Peptide-MHC class I binding affinity with 185,985 pairs from IEDB/IMGT. Regression. Given a peptide amino acid sequence and an MHC pseudo amino acid sequence, predict their binding affinity value. This is MHC class I binding data. (1) The MHC is H-2-Db with pseudo-sequence H-2-Db. The peptide sequence is SSGDFLKYYF. The binding affinity (normalized) is 0.117. (2) The peptide sequence is VRRAIRGEQL. The MHC is Mamu-A07 with pseudo-sequence Mamu-A07. The binding affinity (normalized) is 0.0351. (3) The peptide sequence is KLLWFLTGT. The MHC is HLA-A33:01 with pseudo-sequence HLA-A33:01. The binding affinity (normalized) is 0.146. (4) The peptide sequence is IFKNLTKPL. The MHC is HLA-B35:01 with pseudo-sequence HLA-B35:01. The binding affinity (normalized) is 0.0847.